From a dataset of Catalyst prediction with 721,799 reactions and 888 catalyst types from USPTO. Predict which catalyst facilitates the given reaction. (1) Reactant: [CH2:1]([O:3][C:4]([C:6]1[C:7](=[O:21])[O:8][C@@:9]([C:14](=[O:20])[N:15]([CH2:18][CH3:19])[CH2:16][CH3:17])([CH2:12][CH3:13])[C:10]=1[CH3:11])=[O:5])[CH3:2].C[C@H]1C[C@@H](OC(=O)C(=O)CC)[C@H](C(C)(C2C=CC=CC=2)C)CC1.[CH3:45][N:46]([CH:48](N(C)C)N(C)C)[CH3:47]. Product: [CH2:1]([O:3][C:4]([C:6]1[C:7](=[O:21])[O:8][C@@:9]([C:14](=[O:20])[N:15]([CH2:16][CH3:17])[CH2:18][CH3:19])([CH2:12][CH3:13])[C:10]=1/[CH:11]=[CH:45]/[N:46]([CH3:48])[CH3:47])=[O:5])[CH3:2]. The catalyst class is: 9. (2) Reactant: FC(F)(F)C(O)=O.[CH3:8][CH:9]1[C:14]2[N:15]=[N:16][CH:17]=[CH:18][C:13]=2[CH2:12][CH2:11][NH:10]1.[C:19]([O:23][C:24]([NH:26][C@H:27]([CH2:32][C:33]1[CH:38]=[C:37]([F:39])[C:36]([F:40])=[CH:35][C:34]=1[F:41])[CH2:28][C:29](O)=[O:30])=[O:25])([CH3:22])([CH3:21])[CH3:20].C(N(CC)C(C)C)(C)C.F[P-](F)(F)(F)(F)F.N1C2N=CC=C(OC(N(C)C)=[N+](C)C)C=2N=N1.ON1C2N=CC=CC=2N=N1. Product: [C:19]([O:23][C:24]([NH:26][C@H:27]([CH2:32][C:33]1[CH:38]=[C:37]([F:39])[C:36]([F:40])=[CH:35][C:34]=1[F:41])[CH2:28][C:29]([N:10]1[CH2:11][CH2:12][C:13]2[CH:18]=[CH:17][N:16]=[N:15][C:14]=2[CH:9]1[CH3:8])=[O:30])=[O:25])([CH3:22])([CH3:20])[CH3:21]. The catalyst class is: 3. (3) Reactant: CC([O-])(C)C.[K+].[Cl:7][C:8]1[CH:9]=[CH:10][C:11](I)=[C:12]([O:14][CH3:15])[CH:13]=1.C1C=CC(P(C2C(OC3C(P(C4C=CC=CC=4)C4C=CC=CC=4)=CC=CC=3)=CC=CC=2)C2C=CC=CC=2)=CC=1.[F:56][C:57]1[CH:58]=[C:59]([SH:63])[CH:60]=[CH:61][CH:62]=1. Product: [Cl:7][C:8]1[CH:9]=[CH:10][C:11]([S:63][C:59]2[CH:60]=[CH:61][CH:62]=[C:57]([F:56])[CH:58]=2)=[C:12]([O:14][CH3:15])[CH:13]=1. The catalyst class is: 110. (4) Reactant: Br[C:2]1[N:3]=[C:4]2[N:11]([C@H:12]3[CH2:17][CH2:16][C@@H:15]([O:18][CH3:19])[CH2:14][CH2:13]3)[CH2:10][C:9](=[O:20])[NH:8][C:5]2=[N:6][CH:7]=1.Br[C:22]1[C:23]([NH:29][C:30](=O)CI)=[N:24][CH:25]=[C:26](Br)[N:27]=1.[CH:34](N(C(C)C)CC)([CH3:36])[CH3:35].Cl.CO[C@@H]1CC[C@H]([NH2:52])CC1. Product: [CH3:19][O:18][C@@H:15]1[CH2:16][CH2:17][C@H:12]([N:11]2[C:4]3[C:5](=[N:6][CH:7]=[C:2]([C:35]4[C:26]([CH3:25])=[N:27][C:22]([C:23]5[NH:29][CH:30]=[N:52][N:24]=5)=[CH:36][CH:34]=4)[N:3]=3)[NH:8][C:9](=[O:20])[CH2:10]2)[CH2:13][CH2:14]1. The catalyst class is: 10. (5) Reactant: [CH3:1][C@@:2]12[C@H:12]3[C:13]([CH2:15][C@:16]4([CH3:22])[C:20](=[O:21])[CH2:19][CH2:18][C@H:17]4[C@@H:11]3[CH2:10][CH2:9][C:8]1=[CH:7][C:5](=[O:6])[CH2:4][CH2:3]2)=[O:14]. Product: [CH3:22][C@:16]12[CH2:15][C:13](=[O:14])[C@H:12]3[C@@H:11]([CH:10]=[CH:9][C:8]4[C@:2]3([CH3:1])[CH2:3][CH2:4][C:5](=[O:6])[CH:7]=4)[C@@H:17]1[CH2:18][CH2:19][C:20]2=[O:21]. The catalyst class is: 393. (6) The catalyst class is: 93. Product: [F:8][C:6]1[CH:5]=[CH:4][C:3]([N+:9]([O-:11])=[O:10])=[C:2]([O:15][CH2:14][C:13]([F:17])([F:16])[F:12])[CH:7]=1. Reactant: F[C:2]1[CH:7]=[C:6]([F:8])[CH:5]=[CH:4][C:3]=1[N+:9]([O-:11])=[O:10].[F:12][C:13]([F:17])([F:16])[CH2:14][OH:15].[OH-].[Na+].OS(O)(=O)=O. (7) Reactant: [S:1]1[CH:5]=[CH:4][CH:3]=[C:2]1[S:6](Cl)(=[O:8])=[O:7].C([O:12][C:13](=[O:20])[C@H:14]1[CH2:19][CH2:18][CH2:17][NH:16][CH2:15]1)C.S(Cl)(Cl)(=O)=O. Product: [S:1]1[CH:5]=[CH:4][CH:3]=[C:2]1[S:6]([N:16]1[CH2:17][CH2:18][CH2:19][C@H:14]([C:13]([OH:20])=[O:12])[CH2:15]1)(=[O:8])=[O:7]. The catalyst class is: 66. (8) Reactant: [F:1][C:2]1[CH:7]=[CH:6][C:5]([C:8]2[CH:13]=[CH:12][C:11]([C:14](=O)[CH2:15][CH2:16][C:17]([OH:19])=[O:18])=[CH:10][CH:9]=2)=[CH:4][CH:3]=1.Cl.[NH2:22][OH:23].C(=O)([O-])[O-].[Na+].[Na+].Cl. Product: [F:1][C:2]1[CH:7]=[CH:6][C:5]([C:8]2[CH:13]=[CH:12][C:11]([C:14](=[N:22][OH:23])[CH2:15][CH2:16][C:17]([OH:19])=[O:18])=[CH:10][CH:9]=2)=[CH:4][CH:3]=1. The catalyst class is: 8. (9) Reactant: [CH:1]1([N:5]2[CH2:11][CH2:10][C:9]3[CH:12]=[C:13]([O:16][CH:17]4[CH2:22][CH2:21][NH:20][CH2:19][CH2:18]4)[CH:14]=[CH:15][C:8]=3[CH2:7][CH2:6]2)[CH2:4][CH2:3][CH2:2]1.CCN(CC1C=CC=CC=1)CC.C=CC1C=CC=CC=1.C=CC1C=CC(C=C)=CC=1.[CH:53]1([C:58](Cl)=[O:59])[CH2:57][CH2:56][CH2:55][CH2:54]1. Product: [CH:1]1([N:5]2[CH2:11][CH2:10][C:9]3[CH:12]=[C:13]([O:16][CH:17]4[CH2:22][CH2:21][N:20]([C:58]([CH:53]5[CH2:57][CH2:56][CH2:55][CH2:54]5)=[O:59])[CH2:19][CH2:18]4)[CH:14]=[CH:15][C:8]=3[CH2:7][CH2:6]2)[CH2:2][CH2:3][CH2:4]1. The catalyst class is: 4.